Dataset: KCNQ2 potassium channel screen with 302,405 compounds. Task: Binary Classification. Given a drug SMILES string, predict its activity (active/inactive) in a high-throughput screening assay against a specified biological target. The molecule is Clc1cc(N2C(\C(C(=O)C2=O)=C(/O)c2ccccc2)c2c([N+]([O-])=O)cccc2)ccc1. The result is 0 (inactive).